Task: Predict the reaction yield, written as a fraction of the theoretical maximum amount of product (1.0 means a 100% yield; for example, 0.34 means a 34% yield).. Dataset: Reaction yield outcomes from USPTO patents with 853,638 reactions The reactants are [CH3:1][S:2](Cl)(=[O:4])=[O:3].[CH:6]([C@H:19]1[CH2:24][C@H:23]([OH:25])[CH2:22][CH2:21][O:20]1)([C:13]1[CH:18]=[CH:17][CH:16]=[CH:15][CH:14]=1)[C:7]1[CH:12]=[CH:11][CH:10]=[CH:9][CH:8]=1.C(N(CC)CC)C. The product is [CH:6]([C@H:19]1[CH2:24][C@H:23]([O:25][S:2]([CH3:1])(=[O:4])=[O:3])[CH2:22][CH2:21][O:20]1)([C:13]1[CH:18]=[CH:17][CH:16]=[CH:15][CH:14]=1)[C:7]1[CH:8]=[CH:9][CH:10]=[CH:11][CH:12]=1. The catalyst is C(Cl)Cl. The yield is 0.999.